Dataset: NCI-60 drug combinations with 297,098 pairs across 59 cell lines. Task: Regression. Given two drug SMILES strings and cell line genomic features, predict the synergy score measuring deviation from expected non-interaction effect. (1) Drug 1: CC12CCC(CC1=CCC3C2CCC4(C3CC=C4C5=CN=CC=C5)C)O. Drug 2: N.N.Cl[Pt+2]Cl. Cell line: OVCAR-8. Synergy scores: CSS=13.7, Synergy_ZIP=6.74, Synergy_Bliss=7.71, Synergy_Loewe=4.20, Synergy_HSA=6.38. (2) Drug 1: CC1=C(C=C(C=C1)NC2=NC=CC(=N2)N(C)C3=CC4=NN(C(=C4C=C3)C)C)S(=O)(=O)N.Cl. Drug 2: CC(C1=C(C=CC(=C1Cl)F)Cl)OC2=C(N=CC(=C2)C3=CN(N=C3)C4CCNCC4)N. Cell line: TK-10. Synergy scores: CSS=13.1, Synergy_ZIP=3.48, Synergy_Bliss=6.07, Synergy_Loewe=4.02, Synergy_HSA=5.22. (3) Drug 1: C1=CC(=CC=C1CCCC(=O)O)N(CCCl)CCCl. Drug 2: CCN(CC)CCCC(C)NC1=C2C=C(C=CC2=NC3=C1C=CC(=C3)Cl)OC. Cell line: NCI-H226. Synergy scores: CSS=4.58, Synergy_ZIP=-6.24, Synergy_Bliss=-7.74, Synergy_Loewe=-9.47, Synergy_HSA=-6.75.